From a dataset of Reaction yield outcomes from USPTO patents with 853,638 reactions. Predict the reaction yield, written as a fraction of the theoretical maximum amount of product (1.0 means a 100% yield; for example, 0.34 means a 34% yield). The product is [CH2:23]([O:22][C:20]([C:18]1[CH:19]=[N:15][N:16]([C:2]2[N:7]=[CH:6][C:5]([C:8]([O:10][C:11]([CH3:14])([CH3:13])[CH3:12])=[O:9])=[CH:4][CH:3]=2)[CH:17]=1)=[O:21])[CH3:24]. The reactants are Cl[C:2]1[N:7]=[CH:6][C:5]([C:8]([O:10][C:11]([CH3:14])([CH3:13])[CH3:12])=[O:9])=[CH:4][CH:3]=1.[NH:15]1[CH:19]=[C:18]([C:20]([O:22][CH2:23][CH3:24])=[O:21])[CH:17]=[N:16]1.C(=O)([O-])[O-].[Cs+].[Cs+].O. The catalyst is CN(C=O)C. The yield is 0.760.